Dataset: Blood-brain barrier permeability classification from the B3DB database. Task: Regression/Classification. Given a drug SMILES string, predict its absorption, distribution, metabolism, or excretion properties. Task type varies by dataset: regression for continuous measurements (e.g., permeability, clearance, half-life) or binary classification for categorical outcomes (e.g., BBB penetration, CYP inhibition). Dataset: b3db_classification. (1) The compound is CNC[C@@H]1CN(c2ccc(OCc3cccc(Cl)c3)cc2)C(=O)O1. The result is 1 (penetrates BBB). (2) The molecule is COC(=O)C1=CCCN(C)C1. The result is 1 (penetrates BBB).